From a dataset of Catalyst prediction with 721,799 reactions and 888 catalyst types from USPTO. Predict which catalyst facilitates the given reaction. (1) Reactant: C([O:4][C:5]([C:7]([CH2:23][C:24]1[CH:29]=[C:28]([F:30])[C:27]([O:31][Si:32]([CH:39]([CH3:41])[CH3:40])([CH:36]([CH3:38])[CH3:37])[CH:33]([CH3:35])[CH3:34])=[C:26]([F:42])[CH:25]=1)([CH2:14][CH2:15][CH2:16][CH2:17][C:18]([O:20][CH2:21][CH3:22])=[O:19])C(OCC=C)=O)=[O:6])C=C.C1(P(C2C=CC=CC=2)C2C=CC=CC=2)C=CC=CC=1.C(N(CC)CC)C.C(O)=O. Product: [CH2:21]([O:20][C:18](=[O:19])[CH2:17][CH2:16][CH2:15][CH2:14][CH:7]([CH2:23][C:24]1[CH:29]=[C:28]([F:30])[C:27]([O:31][Si:32]([CH:33]([CH3:35])[CH3:34])([CH:39]([CH3:41])[CH3:40])[CH:36]([CH3:37])[CH3:38])=[C:26]([F:42])[CH:25]=1)[C:5]([OH:6])=[O:4])[CH3:22]. The catalyst class is: 160. (2) Reactant: [CH:1]([N:4]1[C:8]([C:9]2[N:18]=[C:17]3[N:11]([CH2:12][CH2:13][O:14][C:15]4[CH:22]=[C:21]([OH:23])[CH:20]=[CH:19][C:16]=43)[CH:10]=2)=[N:7][CH:6]=[N:5]1)([CH3:3])[CH3:2].[C:24]([C@H:27](OS(C)(=O)=O)[CH3:28])(=[O:26])[NH2:25].C(=O)([O-])[O-].[K+].[K+]. Product: [CH:1]([N:4]1[C:8]([C:9]2[N:18]=[C:17]3[C:16]4[CH:19]=[CH:20][C:21]([O:23][C@@H:27]([CH3:28])[C:24]([NH2:25])=[O:26])=[CH:22][C:15]=4[O:14][CH2:13][CH2:12][N:11]3[CH:10]=2)=[N:7][CH:6]=[N:5]1)([CH3:3])[CH3:2]. The catalyst class is: 18. (3) Reactant: [C:1]([C:3]1[CH:8]=[CH:7][CH:6]=[C:5](SC)[N:4]=1)#[N:2].ClN1C(=O)CC[C:13]1=O.Cl[O-].[Na+].[S:22]([O-:25])([O-])=[O:23].[Na+].[Na+]. Product: [C:1]([C:3]1[CH:8]=[CH:7][CH:6]=[C:5]([S:22]([CH3:13])(=[O:25])=[O:23])[N:4]=1)#[N:2]. The catalyst class is: 13. (4) Reactant: [Cl:1][C:2]1[CH:22]=[CH:21][CH:20]=[C:19]([CH:23]2[CH2:25][CH2:24]2)[C:3]=1[C:4]([N:6]1[C:14]2[C:9](=[CH:10][CH:11]=[C:12]([C:15]([OH:17])=O)[CH:13]=2)[C:8]([I:18])=[N:7]1)=[O:5].Cl.[CH3:27][O:28][CH:29]1[CH2:32][NH:31][CH2:30]1.CN(C(ON1N=NC2C=CC=NC1=2)=[N+](C)C)C.F[P-](F)(F)(F)(F)F.CCN(C(C)C)C(C)C. Product: [Cl:1][C:2]1[CH:22]=[CH:21][CH:20]=[C:19]([CH:23]2[CH2:25][CH2:24]2)[C:3]=1[C:4]([N:6]1[C:14]2[C:9](=[CH:10][CH:11]=[C:12]([C:15]([N:31]3[CH2:32][CH:29]([O:28][CH3:27])[CH2:30]3)=[O:17])[CH:13]=2)[C:8]([I:18])=[N:7]1)=[O:5]. The catalyst class is: 399.